Dataset: NCI-60 drug combinations with 297,098 pairs across 59 cell lines. Task: Regression. Given two drug SMILES strings and cell line genomic features, predict the synergy score measuring deviation from expected non-interaction effect. (1) Drug 1: COC1=NC(=NC2=C1N=CN2C3C(C(C(O3)CO)O)O)N. Drug 2: C1=CN(C=N1)CC(O)(P(=O)(O)O)P(=O)(O)O. Cell line: SF-268. Synergy scores: CSS=-1.80, Synergy_ZIP=1.87, Synergy_Bliss=3.88, Synergy_Loewe=-0.112, Synergy_HSA=0.261. (2) Synergy scores: CSS=28.9, Synergy_ZIP=-8.85, Synergy_Bliss=-3.32, Synergy_Loewe=-15.9, Synergy_HSA=-0.849. Cell line: BT-549. Drug 1: CC=C1C(=O)NC(C(=O)OC2CC(=O)NC(C(=O)NC(CSSCCC=C2)C(=O)N1)C(C)C)C(C)C. Drug 2: CN(CC1=CN=C2C(=N1)C(=NC(=N2)N)N)C3=CC=C(C=C3)C(=O)NC(CCC(=O)O)C(=O)O. (3) Drug 1: CNC(=O)C1=CC=CC=C1SC2=CC3=C(C=C2)C(=NN3)C=CC4=CC=CC=N4. Drug 2: C1CN(P(=O)(OC1)NCCCl)CCCl. Cell line: T-47D. Synergy scores: CSS=-0.438, Synergy_ZIP=0.378, Synergy_Bliss=-1.09, Synergy_Loewe=-2.79, Synergy_HSA=-2.12. (4) Drug 1: CN(CC1=CN=C2C(=N1)C(=NC(=N2)N)N)C3=CC=C(C=C3)C(=O)NC(CCC(=O)O)C(=O)O. Drug 2: CN1C(=O)N2C=NC(=C2N=N1)C(=O)N. Cell line: NCI-H460. Synergy scores: CSS=55.8, Synergy_ZIP=2.37, Synergy_Bliss=0.477, Synergy_Loewe=-21.1, Synergy_HSA=0.114.